Task: Predict the product of the given reaction.. Dataset: Forward reaction prediction with 1.9M reactions from USPTO patents (1976-2016) Given the reactants [CH3:1][O:2][C:3]([C:5]1[S:6][CH:7]=[CH:8][C:9]=1[NH2:10])=[O:4].[CH3:11][O:12][CH2:13][CH2:14]Br.[I-].[K+].CCN(C(C)C)C(C)C, predict the reaction product. The product is: [CH3:11][O:12][CH2:13][CH2:14][NH:10][C:9]1[CH:8]=[CH:7][S:6][C:5]=1[C:3]([O:2][CH3:1])=[O:4].